From a dataset of Peptide-MHC class II binding affinity with 134,281 pairs from IEDB. Regression. Given a peptide amino acid sequence and an MHC pseudo amino acid sequence, predict their binding affinity value. This is MHC class II binding data. (1) The MHC is DRB1_0802 with pseudo-sequence DRB1_0802. The peptide sequence is GELQIVDKIDAAFKG. The binding affinity (normalized) is 0.478. (2) The peptide sequence is ILPIAEMSVVAMEFG. The MHC is DRB5_0101 with pseudo-sequence DRB5_0101. The binding affinity (normalized) is 0.545. (3) The peptide sequence is SGLFQFIFFLLLAGR. The MHC is DRB5_0101 with pseudo-sequence DRB5_0101. The binding affinity (normalized) is 0.421. (4) The peptide sequence is KIIGGIGGFIKVRQYDQIPI. The MHC is DRB1_1501 with pseudo-sequence DRB1_1501. The binding affinity (normalized) is 0.734. (5) The peptide sequence is PATLIKAIDGDTVKLMYKGQ. The MHC is DRB1_0404 with pseudo-sequence DRB1_0404. The binding affinity (normalized) is 0.331.